From a dataset of Antibody-antigen binding affinity with 493 pairs from SAbDab. Regression. Given the amino acid sequences of an antibody and an antigen, predict their binding affinity value. We predict pKd (pKd = -log10(Kd in M); higher means stronger binding). The antibody sequence is ['VKLQESGGEVVRPGTSVKVSCKASGYAFTNYLIEWVKQRPGQGLEWIGVINPGSGDTNYNEKFKGKATLTADKSSSTAYMQLNSLTSDDSAVYFCARSGAAAPTYYAMDYWGQGVSVTVSSAKTTPPSVYPLAPAAAAANSMVTLGCLVKGYFPEPVTVTWNSGSLSGGVHTFPAVLQSDLYTLSSSVTVPSSTWPSETVTCNVAHPASSTKVDKKIVPR', 'DIVMTQSHKFMSTSVGDRVSITCKASQVGTALAWYQQKPGQSPKLLIYWASTRHTGVPDRFTGSGSGTDFTLTISNVQSEDLSDYFCQQYSSYPTFGGGTKLEIKRADAAPTVSIFPPSSEQLTSGGASVVCFLNNFYPKDINVKWKIDGSERQNGVLNSETDQDSKDSTYSMSSTLTLTKDEYERHNSYTCEATHKTSTSPIVKSFNRA']. The antigen is major prion protein. The pKd is 7.7.